Dataset: Catalyst prediction with 721,799 reactions and 888 catalyst types from USPTO. Task: Predict which catalyst facilitates the given reaction. Reactant: [F:1][C:2]1[CH:3]=[CH:4][C:5]([O:11][CH2:12][C:13]2[CH:18]=[CH:17][CH:16]=[CH:15][CH:14]=2)=[C:6]([CH:10]=1)[C:7]([OH:9])=O.[N:19]1[CH:24]=[CH:23][CH:22]=[C:21]([NH2:25])[CH:20]=1.C(Cl)CCl.O. The catalyst class is: 3. Product: [F:1][C:2]1[CH:3]=[CH:4][C:5]([O:11][CH2:12][C:13]2[CH:18]=[CH:17][CH:16]=[CH:15][CH:14]=2)=[C:6]([CH:10]=1)[C:7]([NH:25][C:21]1[CH:20]=[N:19][CH:24]=[CH:23][CH:22]=1)=[O:9].